This data is from Reaction yield outcomes from USPTO patents with 853,638 reactions. The task is: Predict the reaction yield, written as a fraction of the theoretical maximum amount of product (1.0 means a 100% yield; for example, 0.34 means a 34% yield). (1) The reactants are [H-].[Na+].[CH3:3][N:4]([CH3:14])[CH2:5][CH2:6][C@@H:7]([C:9]1[S:10][CH:11]=[CH:12][CH:13]=1)[OH:8].F[C:16]1[C:25]2[C:20](=[CH:21][CH:22]=[CH:23][CH:24]=2)[CH:19]=[CH:18][CH:17]=1.[C:26]([OH:31])(=[O:30])[C:27]([OH:29])=[O:28]. The catalyst is CC(N(C)C)=O.C(OCC)(=O)C.O. The product is [C:26]([OH:31])(=[O:30])[C:27]([OH:29])=[O:28].[CH3:14][N:4]([CH3:3])[CH2:5][CH2:6][C@H:7]([O:8][C:24]1[C:25]2[C:20](=[CH:19][CH:18]=[CH:17][CH:16]=2)[CH:21]=[CH:22][CH:23]=1)[C:9]1[S:10][CH:11]=[CH:12][CH:13]=1. The yield is 0.800. (2) The reactants are [Cl:1][C:2]1[CH:10]=[CH:9][C:8]([C:11]2[N:12]([C:22]([O:24][C:25]([CH3:28])([CH3:27])[CH3:26])=[O:23])[C:13]3[C:18]([CH:19]=2)=[CH:17][C:16]([CH:20]=O)=[CH:15][CH:14]=3)=[C:7]2[C:3]=1[CH2:4][NH:5][C:6]2=[O:29].[NH:30]([CH2:34][CH2:35][OH:36])[CH2:31][CH2:32][OH:33].C(O)(=O)C.C(O[BH-](OC(=O)C)OC(=O)C)(=O)C.[Na+]. The catalyst is C(#N)C. The product is [Cl:1][C:2]1[CH:10]=[CH:9][C:8]([C:11]2[N:12]([C:22]([O:24][C:25]([CH3:27])([CH3:26])[CH3:28])=[O:23])[C:13]3[C:18]([CH:19]=2)=[CH:17][C:16]([CH2:20][N:30]([CH2:34][CH2:35][OH:36])[CH2:31][CH2:32][OH:33])=[CH:15][CH:14]=3)=[C:7]2[C:3]=1[CH2:4][NH:5][C:6]2=[O:29]. The yield is 0.640. (3) The reactants are Br[C:2]1[CH:3]=[C:4]([CH:7]=[CH:8][C:9]=1[O:10][CH2:11][CH2:12][N:13]1[CH2:18][CH2:17][O:16][CH2:15][CH2:14]1)[CH:5]=[O:6].C([Li])CCC.C1(C)C=CC(S([C:33]#[N:34])(=O)=O)=CC=1. The catalyst is C1COCC1. The product is [C:33]([C:2]1[CH:3]=[C:4]([CH:7]=[CH:8][C:9]=1[O:10][CH2:11][CH2:12][N:13]1[CH2:18][CH2:17][O:16][CH2:15][CH2:14]1)[CH:5]=[O:6])#[N:34]. The yield is 0.510. (4) The reactants are [CH3:1][O:2][C:3]1[CH:4]=[CH:5][CH:6]=[C:7]2[C:11]=1[N:10]([CH3:12])[CH:9]=[C:8]2[CH:13]=O.[CH3:15][N:16]1C2C(=CC=CC=2)C(C)=C1C=O. The product is [CH3:1][O:2][C:3]1[CH:4]=[CH:5][CH:6]=[C:7]2[C:11]=1[N:10]([CH3:12])[CH:9]=[C:8]2[CH2:13][NH:16][CH3:15]. No catalyst specified. The yield is 0.940. (5) The reactants are [NH2:1][C@@H:2]1[C:10]2[C:5](=[CH:6][CH:7]=[CH:8][CH:9]=2)[CH2:4][C@@H:3]1[OH:11].[C:12]([O:16][C:17](O[C:17]([O:16][C:12]([CH3:15])([CH3:14])[CH3:13])=[O:18])=[O:18])([CH3:15])([CH3:14])[CH3:13]. The catalyst is C(Cl)Cl. The product is [OH:11][C@H:3]1[CH2:4][C:5]2[C:10](=[CH:9][CH:8]=[CH:7][CH:6]=2)[C@H:2]1[NH:1][C:17](=[O:18])[O:16][C:12]([CH3:15])([CH3:14])[CH3:13]. The yield is 1.00. (6) The reactants are [OH:1][C:2]1([CH2:8][CH:9]([NH2:22])[CH2:10][N:11]([CH3:21])[C:12](=[O:20])[O:13][CH2:14][CH2:15][Si:16]([CH3:19])([CH3:18])[CH3:17])[CH2:7][CH2:6][CH2:5][CH2:4][CH2:3]1.[Si](Cl)(C)(C)C.Cl[C:29](OC1C=CC([N+]([O-])=O)=CC=1)=[O:30].Cl.[Cl:42][C:43]1[CH:44]=[C:45]([C@:49]([C@@H:57]2[CH2:62][CH2:61][CH2:60][NH:59][CH2:58]2)([OH:56])[CH2:50][CH2:51][CH2:52][CH2:53][O:54][CH3:55])[CH:46]=[CH:47][CH:48]=1. The catalyst is C(Cl)Cl.CCN(CC)CC. The product is [Cl:42][C:43]1[CH:44]=[C:45]([C@:49]([C@@H:57]2[CH2:62][CH2:61][CH2:60][N:59]([C:29]([NH:22][CH:9]([CH2:8][C:2]3([OH:1])[CH2:3][CH2:4][CH2:5][CH2:6][CH2:7]3)[CH2:10][N:11]([CH3:21])[C:12]([O:13][CH2:14][CH2:15][Si:16]([CH3:17])([CH3:19])[CH3:18])=[O:20])=[O:30])[CH2:58]2)([OH:56])[CH2:50][CH2:51][CH2:52][CH2:53][O:54][CH3:55])[CH:46]=[CH:47][CH:48]=1. The yield is 0.540.